Dataset: Forward reaction prediction with 1.9M reactions from USPTO patents (1976-2016). Task: Predict the product of the given reaction. (1) Given the reactants Cl.Cl[CH2:3][CH2:4][N:5]1[CH2:10][CH2:9][CH2:8][CH2:7][CH2:6]1.[N+:11]([C:14]1[CH:15]=[N:16][NH:17][CH:18]=1)([O-:13])=[O:12], predict the reaction product. The product is: [N+:11]([C:14]1[CH:15]=[N:16][N:17]([CH2:3][CH2:4][N:5]2[CH2:10][CH2:9][CH2:8][CH2:7][CH2:6]2)[CH:18]=1)([O-:13])=[O:12]. (2) Given the reactants Br[C:2]1[CH:3]=[N:4][CH:5]=[C:6]([C:8]2[O:12][CH:11]=[N:10][CH:9]=2)[CH:7]=1.[OH:13][C:14]1[CH:19]=[CH:18][CH:17]=[CH:16][N:15]=1.C([O-])([O-])=O.[K+].[K+], predict the reaction product. The product is: [O:12]1[C:8]([C:6]2[CH:7]=[C:2]([N:15]3[CH:16]=[CH:17][CH:18]=[CH:19][C:14]3=[O:13])[CH:3]=[N:4][CH:5]=2)=[CH:9][N:10]=[CH:11]1. (3) Given the reactants S(Cl)([Cl:3])=O.[CH:5]([C@@H:8]1[CH2:13][CH2:12][C@@H:11]([CH3:14])[CH2:10][C@H:9]1[C:15]([OH:17])=O)([CH3:7])[CH3:6].C[C@H]1C[C@@H](O)[C@H](C(C)C)CC1, predict the reaction product. The product is: [CH:11]1([CH3:14])[CH2:12][CH2:13][CH:8]([CH:5]([CH3:7])[CH3:6])[CH:9]([C:15]([Cl:3])=[O:17])[CH2:10]1. (4) Given the reactants [O:1]1[C:5]2[CH:6]=[CH:7][C:8]([CH2:10][N:11]3[C:20]([CH2:21][OH:22])=[C:19]([C:23]4[CH:28]=[CH:27][CH:26]=[CH:25][CH:24]=4)[C:18]4[C:13](=[CH:14][CH:15]=[C:16]([Br:29])[CH:17]=4)[C:12]3=[O:30])=[CH:9][C:4]=2[O:3][CH2:2]1.[CH2:31](Br)[CH2:32][CH2:33][CH3:34], predict the reaction product. The product is: [O:1]1[C:5]2[CH:6]=[CH:7][C:8]([CH2:10][N:11]3[C:20]([CH2:21][O:22][CH2:31][CH2:32][CH2:33][CH3:34])=[C:19]([C:23]4[CH:28]=[CH:27][CH:26]=[CH:25][CH:24]=4)[C:18]4[C:13](=[CH:14][CH:15]=[C:16]([Br:29])[CH:17]=4)[C:12]3=[O:30])=[CH:9][C:4]=2[O:3][CH2:2]1.